Predict the reaction yield, written as a fraction of the theoretical maximum amount of product (1.0 means a 100% yield; for example, 0.34 means a 34% yield). From a dataset of Reaction yield outcomes from USPTO patents with 853,638 reactions. (1) The reactants are [NH2:1][C:2]1[C:7]([CH2:8][NH:9][CH3:10])=[CH:6][C:5]([Br:11])=[CH:4][N:3]=1.[C:12](O[C:12]([O:14][C:15]([CH3:18])([CH3:17])[CH3:16])=[O:13])([O:14][C:15]([CH3:18])([CH3:17])[CH3:16])=[O:13]. The catalyst is C1COCC1. The product is [Br:11][C:5]1[CH:6]=[C:7]([CH2:8][N:9]([C:12]([O:14][C:15]([CH3:18])([CH3:17])[CH3:16])=[O:13])[CH3:10])[C:2]([NH:1][C:12]([O:14][C:15]([CH3:18])([CH3:17])[CH3:16])=[O:13])=[N:3][CH:4]=1. The yield is 0.850. (2) The reactants are [F:1][C:2]1[C:7]2[O:8][CH2:9][O:10][C:6]=2[CH:5]=[C:4]([CH2:11]O)[CH:3]=1.C([O-])(O)=O.[Na+].O=S(Cl)[Cl:20]. No catalyst specified. The product is [Cl:20][CH2:11][C:4]1[CH:3]=[C:2]([F:1])[C:7]2[O:8][CH2:9][O:10][C:6]=2[CH:5]=1. The yield is 0.920.